This data is from Catalyst prediction with 721,799 reactions and 888 catalyst types from USPTO. The task is: Predict which catalyst facilitates the given reaction. (1) Reactant: Br[C:2]1[CH:7]=[CH:6][C:5]([S:8]([NH:11][CH3:12])(=[O:10])=[O:9])=[CH:4][CH:3]=1.[NH2:13][C:14]1[CH:15]=[C:16](B(O)O)[CH:17]=[CH:18][CH:19]=1.C(=O)([O-])[O-].[K+].[K+].O. Product: [NH2:13][C:14]1[CH:19]=[C:18]([C:2]2[CH:7]=[CH:6][C:5]([S:8]([NH:11][CH3:12])(=[O:10])=[O:9])=[CH:4][CH:3]=2)[CH:17]=[CH:16][CH:15]=1. The catalyst class is: 128. (2) Reactant: [F:1][C:2]1[C:3]([C:14]2[C:22]3[C:17](=[CH:18][CH:19]=[CH:20][C:21]=3[F:23])[N:16]([CH2:24][C:25]3[C:30]([C:31]([F:34])([F:33])[F:32])=[CH:29][CH:28]=[CH:27][C:26]=3[CH3:35])[N:15]=2)=[CH:4][C:5]([O:12]C)=[C:6]([CH:11]=1)[C:7]([O:9]C)=[O:8].B(Br)(Br)Br. Product: [F:1][C:2]1[C:3]([C:14]2[C:22]3[C:17](=[CH:18][CH:19]=[CH:20][C:21]=3[F:23])[N:16]([CH2:24][C:25]3[C:30]([C:31]([F:32])([F:34])[F:33])=[CH:29][CH:28]=[CH:27][C:26]=3[CH3:35])[N:15]=2)=[CH:4][C:5]([OH:12])=[C:6]([CH:11]=1)[C:7]([OH:9])=[O:8]. The catalyst class is: 2. (3) Reactant: Cl[CH2:2][CH2:3][CH2:4][CH2:5][C:6]([C:8]1[CH:9]=[C:10]([S:17]([NH2:20])(=[O:19])=[O:18])[C:11]2[O:15][CH2:14][CH2:13][C:12]=2[CH:16]=1)=[O:7].[F:21][C:22]([F:34])([F:33])[O:23][C:24]1[CH:29]=[CH:28][CH:27]=[CH:26][C:25]=1[CH2:30][CH2:31][NH2:32].[C:35](O[C:35]([O:37][C:38]([CH3:41])([CH3:40])[CH3:39])=[O:36])([O:37][C:38]([CH3:41])([CH3:40])[CH3:39])=[O:36].C(N(CC)CC)C. Product: [NH2:20][S:17]([C:10]1[C:11]2[O:15][CH2:14][CH2:13][C:12]=2[CH:16]=[C:8]([C:6](=[O:7])[CH2:5][CH2:4][CH2:3][CH2:2][N:32]([CH2:31][CH2:30][C:25]2[CH:26]=[CH:27][CH:28]=[CH:29][C:24]=2[O:23][C:22]([F:33])([F:34])[F:21])[C:35](=[O:36])[O:37][C:38]([CH3:41])([CH3:40])[CH3:39])[CH:9]=1)(=[O:19])=[O:18]. The catalyst class is: 20. (4) Reactant: [Na+].[I-:2].C1C(=O)N(Cl)C(=O)C1.[CH2:11]([O:13][C:14]([C:16]1[NH:17][C:18]2[C:23]([CH:24]=1)=[CH:22][C:21]([C:25]1[CH:30]=[CH:29][C:28]([O:31][CH3:32])=[CH:27][CH:26]=1)=[CH:20][CH:19]=2)=[O:15])[CH3:12].[O-]S([O-])(=S)=O.[Na+].[Na+]. Product: [CH2:11]([O:13][C:14]([C:16]1[NH:17][C:18]2[C:23]([C:24]=1[I:2])=[CH:22][C:21]([C:25]1[CH:30]=[CH:29][C:28]([O:31][CH3:32])=[CH:27][CH:26]=1)=[CH:20][CH:19]=2)=[O:15])[CH3:12]. The catalyst class is: 21. (5) Reactant: [CH2:1]([O:3][CH:4]([O:12][CH2:13][CH3:14])[C:5]1[CH:10]=[CH:9][CH:8]=[CH:7][C:6]=1Br)[CH3:2].C([Li])CCC.CN(C)[CH:22]=[O:23].O. Product: [CH2:1]([O:3][CH:4]([O:12][CH2:13][CH3:14])[C:5]1[CH:10]=[CH:9][CH:8]=[CH:7][C:6]=1[CH:22]=[O:23])[CH3:2]. The catalyst class is: 27.